Dataset: Reaction yield outcomes from USPTO patents with 853,638 reactions. Task: Predict the reaction yield, written as a fraction of the theoretical maximum amount of product (1.0 means a 100% yield; for example, 0.34 means a 34% yield). (1) The yield is 0.270. The catalyst is C(Cl)Cl.CC#N. The product is [C:56]([O:4][CH2:5][C@H:6]1[CH2:11][C@@H:10]([O:12][C:13](=[O:15])[CH3:14])[CH2:9][CH2:8][C@@:7]1([C@H:17]1[CH2:25][CH2:24][C@@:23]2([CH3:26])[C@@H:19]([CH2:20][CH2:21][C:22]2=[CH2:27])[C@@H:30]1[CH2:31][N:32]1[C:35]2[C:50](=[CH:55][CH:54]=[CH:53][CH:36]=2)[CH2:34][CH2:33]1)[CH3:16])(=[O:59])[CH3:43]. The reactants are C([O:4][CH2:5][C@H:6]1[CH2:11][C@@H:10]([O:12][C:13](=[O:15])[CH3:14])[CH2:9][CH2:8][C@@:7]1([C@H:17]1[CH2:25][CH2:24][C@@:23]2([CH3:26])[C@@H:19]([CH2:20][CH2:21][C:22]2=[CH2:27])[C@@H]1CO)[CH3:16])(=O)C.[CH3:30][CH2:31][N:32]([CH2:35][CH3:36])[CH2:33][CH3:34].CS(Cl)(=O)=O.S([O-])(=O)(=O)[CH3:43].N1[C:55]2[C:50](=CC=[CH:53][CH:54]=2)CC1.[C:56](=[O:59])([O-])[O-].[K+].[K+]. (2) The product is [NH2:28][C:25]1[S:26][CH:27]=[C:23]([CH2:22][S:21][C:15]2[CH:16]=[CH:17][C:18]([Cl:20])=[CH:19][C:14]=2[NH:13][S:10]([C:2]2[O:1][C:5]3[CH:6]=[CH:7][CH:8]=[CH:9][C:4]=3[CH:3]=2)(=[O:12])=[O:11])[N:24]=1. The yield is 0.880. The reactants are [O:1]1[C:5]2[CH:6]=[CH:7][CH:8]=[CH:9][C:4]=2[CH:3]=[C:2]1[S:10]([NH:13][C:14]1[CH:19]=[C:18]([Cl:20])[CH:17]=[CH:16][C:15]=1[S:21][CH2:22][C:23]1[N:24]=[C:25]([NH:28]C(=O)OC(C)(C)C)[S:26][CH:27]=1)(=[O:12])=[O:11].C(O)(C(F)(F)F)=O. The catalyst is C(Cl)Cl. (3) The reactants are [NH2:1][C:2]1[C:3]([CH3:30])=[C:4]([C:8]2[C:20]3[C:19]4[C:14](=[CH:15][C:16]([N:21]5[CH2:26][CH2:25][O:24][CH2:23][CH2:22]5)=[CH:17][CH:18]=4)[NH:13][C:12]=3[C:11]([C:27]([NH2:29])=[O:28])=[N:10][CH:9]=2)[CH:5]=[CH:6][CH:7]=1.[NH:31]1[C:36]2[CH:37]=[CH:38][CH:39]=[CH:40][C:35]=2[C:34](=O)[O:33][C:32]1=O.COC(OC)OC.O.O.O.O.O.O.[N+]([O-])([O-])=O.[La+3].[N+]([O-])([O-])=O.[N+]([O-])([O-])=O. The catalyst is C1COCC1. The product is [CH3:30][C:3]1[C:2]([N:1]2[C:34](=[O:33])[C:35]3[C:36](=[CH:37][CH:38]=[CH:39][CH:40]=3)[N:31]=[CH:32]2)=[CH:7][CH:6]=[CH:5][C:4]=1[C:8]1[C:20]2[C:19]3[C:14](=[CH:15][C:16]([N:21]4[CH2:22][CH2:23][O:24][CH2:25][CH2:26]4)=[CH:17][CH:18]=3)[NH:13][C:12]=2[C:11]([C:27]([NH2:29])=[O:28])=[N:10][CH:9]=1. The yield is 0.171. (4) The reactants are [CH2:1]([C:4]([C:11]1[CH:16]=[CH:15][C:14]([C:17]2[NH:18][C:19]3[CH:25]=[C:24]([C:26]#[N:27])[C:23]([C:28]#[N:29])=[CH:22][C:20]=3[N:21]=2)=[CH:13][CH:12]=1)([CH2:8][CH:9]=[CH2:10])[CH2:5][CH:6]=[CH2:7])[CH:2]=[CH2:3].[CH2:30]1[CH2:40]CN2C(=NCCC2)C[CH2:31]1.ICCC. The catalyst is CN1C(=O)CCC1.C(OCC)(=O)C. The product is [CH2:1]([C:4]([C:11]1[CH:16]=[CH:15][C:14]([C:17]2[N:21]([CH2:31][CH2:30][CH3:40])[C:20]3[CH:22]=[C:23]([C:28]#[N:29])[C:24]([C:26]#[N:27])=[CH:25][C:19]=3[N:18]=2)=[CH:13][CH:12]=1)([CH2:8][CH:9]=[CH2:10])[CH2:5][CH:6]=[CH2:7])[CH:2]=[CH2:3]. The yield is 0.620. (5) The reactants are [CH3:1][N:2]1[CH:7]=[C:6](B2OC(C)(C)C(C)(C)O2)[CH:5]=[C:4]([NH:17][C:18]2[CH:23]=[CH:22][C:21]([N:24]3[CH2:29][CH2:28][N:27]([CH:30]4[CH2:33][O:32][CH2:31]4)[CH2:26][C@H:25]3[CH3:34])=[CH:20][N:19]=2)[C:3]1=[O:35].Br[C:37]1[CH:44]=[C:43]([F:45])[CH:42]=[C:41]([N:46]2[N:55]=[CH:54][C:53]3[C:48](=[C:49]([F:60])[CH:50]=[C:51]([C:56]([CH3:59])([CH3:58])[CH3:57])[CH:52]=3)[C:47]2=[O:61])[C:38]=1[CH:39]=[O:40].[O-]P([O-])([O-])=O.[K+].[K+].[K+].CC([O-])=O.[Na+]. The catalyst is C1C=CC(P(C2C=CC=CC=2)[C-]2C=CC=C2)=CC=1.C1C=CC(P(C2C=CC=CC=2)[C-]2C=CC=C2)=CC=1.Cl[Pd]Cl.[Fe+2].O.CC#N. The product is [C:56]([C:51]1[CH:52]=[C:53]2[C:48](=[C:49]([F:60])[CH:50]=1)[C:47](=[O:61])[N:46]([C:41]1[CH:42]=[C:43]([F:45])[CH:44]=[C:37]([C:6]3[CH:5]=[C:4]([NH:17][C:18]4[CH:23]=[CH:22][C:21]([N:24]5[CH2:29][CH2:28][N:27]([CH:30]6[CH2:31][O:32][CH2:33]6)[CH2:26][C@H:25]5[CH3:34])=[CH:20][N:19]=4)[C:3](=[O:35])[N:2]([CH3:1])[CH:7]=3)[C:38]=1[CH:39]=[O:40])[N:55]=[CH:54]2)([CH3:59])([CH3:57])[CH3:58]. The yield is 0.310. (6) The reactants are C([O-])([O-])=O.[K+].[K+].[S:7]1[C:11]2[CH:12]=[CH:13][CH:14]=[CH:15][C:10]=2[C:9]([CH2:16][C@@H:17]([C:19]([OH:21])=[O:20])[NH2:18])=[CH:8]1.[CH3:22][C:23]([O:26][C:27](O[C:27]([O:26][C:23]([CH3:25])([CH3:24])[CH3:22])=[O:28])=[O:28])([CH3:25])[CH3:24]. The catalyst is C1COCC1.O. The product is [S:7]1[C:11]2[CH:12]=[CH:13][CH:14]=[CH:15][C:10]=2[C:9]([CH2:16][C@@H:17]([C:19]([OH:21])=[O:20])[NH:18][C:27]([O:26][C:23]([CH3:25])([CH3:24])[CH3:22])=[O:28])=[CH:8]1. The yield is 0.840. (7) The reactants are [NH2:1][C:2]1[CH:10]=[C:9]([N+:11]([O-:13])=[O:12])[CH:8]=[CH:7][C:3]=1[C:4]([OH:6])=O.N1[CH:18]=[CH:17]N=C1.C(Cl)(=O)C.Cl.[NH2:24][CH:25]1[CH2:30][CH2:29][C:28](=[O:31])[NH:27][C:26]1=[O:32].P(OC1C=CC=CC=1)(OC1C=CC=CC=1)OC1C=CC=CC=1. The catalyst is C(#N)C.O. The product is [CH3:17][C:18]1[N:24]([CH:25]2[CH2:30][CH2:29][C:28](=[O:31])[NH:27][C:26]2=[O:32])[C:4](=[O:6])[C:3]2[C:2](=[CH:10][C:9]([N+:11]([O-:13])=[O:12])=[CH:8][CH:7]=2)[N:1]=1. The yield is 0.550. (8) The reactants are C([O:3][C:4]([C:6]1[CH:7]=[N:8][C:9]2[C:14]([C:15]=1[Br:16])=[CH:13][C:12]([O:17][CH3:18])=[CH:11][CH:10]=2)=[O:5])C.[OH-].[Na+].CO.C(Cl)Cl.Cl. The catalyst is C1COCC1. The product is [Br:16][C:15]1[C:14]2[C:9](=[CH:10][CH:11]=[C:12]([O:17][CH3:18])[CH:13]=2)[N:8]=[CH:7][C:6]=1[C:4]([OH:5])=[O:3]. The yield is 0.910. (9) The reactants are [CH3:1][C:2]1[C:3]([N+:16]([O-:18])=[O:17])=[CH:4][C:5]([N+:13]([O-:15])=[O:14])=[C:6]([CH:12]=1)[C:7]([O:9][CH2:10][CH3:11])=[O:8].C[C:20]([N:22]([CH3:24])[CH3:23])=O. The catalyst is CN(C=O)C. The product is [CH3:20][N:22]([CH3:24])/[CH:23]=[CH:1]/[C:2]1[C:3]([N+:16]([O-:18])=[O:17])=[CH:4][C:5]([N+:13]([O-:15])=[O:14])=[C:6]([CH:12]=1)[C:7]([O:9][CH2:10][CH3:11])=[O:8]. The yield is 0.280. (10) The reactants are [NH2:1][C@@H:2]([CH2:33][C:34]1[CH:39]=[CH:38][CH:37]=[CH:36][CH:35]=1)[C@@H:3]([OH:32])[CH2:4][C@H:5]([NH:19][C:20]([C@@H:22]([NH:27][C:28](=[O:31])[O:29][CH3:30])[C:23]([CH3:26])([CH3:25])[CH3:24])=[O:21])[CH2:6][C:7]1[CH:12]=[CH:11][C:10]([C:13]2[CH:18]=[CH:17][CH:16]=[CH:15][N:14]=2)=[CH:9][CH:8]=1.[CH3:40][C:41]([CH3:64])([CH3:63])[C@H:42]([N:46]1[CH2:50][CH2:49][N:48]([CH2:51][C:52]2[N:56]([CH3:57])[C:55]3[CH:58]=[CH:59][CH:60]=[CH:61][C:54]=3[N:53]=2)[C:47]1=[O:62])[C:43](O)=[O:44].CCOP(ON1N=NC2C=CC=CC=2C1=O)(OCC)=O.C(N(CC)C(C)C)(C)C. The catalyst is C1COCC1. The product is [CH3:40][C:41]([CH3:64])([CH3:63])[C@H:42]([N:46]1[CH2:50][CH2:49][N:48]([CH2:51][C:52]2[N:56]([CH3:57])[C:55]3[CH:58]=[CH:59][CH:60]=[CH:61][C:54]=3[N:53]=2)[C:47]1=[O:62])[C:43]([NH:1][C@@H:2]([CH2:33][C:34]1[CH:35]=[CH:36][CH:37]=[CH:38][CH:39]=1)[C@@H:3]([OH:32])[CH2:4][C@H:5]([NH:19][C:20]([C@@H:22]([NH:27][C:28](=[O:31])[O:29][CH3:30])[C:23]([CH3:26])([CH3:25])[CH3:24])=[O:21])[CH2:6][C:7]1[CH:12]=[CH:11][C:10]([C:13]2[CH:18]=[CH:17][CH:16]=[CH:15][N:14]=2)=[CH:9][CH:8]=1)=[O:44]. The yield is 0.500.